Task: Predict the reaction yield, written as a fraction of the theoretical maximum amount of product (1.0 means a 100% yield; for example, 0.34 means a 34% yield).. Dataset: Reaction yield outcomes from USPTO patents with 853,638 reactions (1) The product is [Cl:28][C:29]1[N:34]=[C:33]([C:15]2[C:9]3[C:10](=[CH:11][N:12]=[C:7]([C:3]4[CH:2]=[N:1][CH:6]=[CH:5][CH:4]=4)[CH:8]=3)[N:13]([CH2:20][O:21][CH2:22][CH2:23][Si:24]([CH3:27])([CH3:26])[CH3:25])[N:14]=2)[CH:32]=[CH:31][N:30]=1. The reactants are [N:1]1[CH:6]=[CH:5][CH:4]=[C:3]([C:7]2[CH:8]=[C:9]3[C:15]([Sn](C)(C)C)=[N:14][N:13]([CH2:20][O:21][CH2:22][CH2:23][Si:24]([CH3:27])([CH3:26])[CH3:25])[C:10]3=[CH:11][N:12]=2)[CH:2]=1.[Cl:28][C:29]1[N:34]=[C:33](Cl)[CH:32]=[CH:31][N:30]=1. No catalyst specified. The yield is 0.500. (2) The reactants are S(Cl)(Cl)=O.CN(C)C=O.[CH2:10]([O:17][C:18]([C:20]1[CH:21]=[CH:22][C:23]([C:26]([OH:28])=O)=[N:24][CH:25]=1)=[O:19])[C:11]1[CH:16]=[CH:15][CH:14]=[CH:13][CH:12]=1.Cl.[CH2:30]([O:32][C:33](=[O:41])[CH:34]([NH2:40])[C:35]([O:37][CH2:38][CH3:39])=[O:36])[CH3:31]. The catalyst is ClCCl.O. The product is [CH2:38]([O:37][C:35](=[O:36])[CH:34]([NH:40][C:26]([C:23]1[CH:22]=[CH:21][C:20]([C:18]([O:17][CH2:10][C:11]2[CH:12]=[CH:13][CH:14]=[CH:15][CH:16]=2)=[O:19])=[CH:25][N:24]=1)=[O:28])[C:33]([O:32][CH2:30][CH3:31])=[O:41])[CH3:39]. The yield is 0.290.